From a dataset of Forward reaction prediction with 1.9M reactions from USPTO patents (1976-2016). Predict the product of the given reaction. (1) Given the reactants [OH:1][C:2]1[CH:10]=[CH:9][C:8]([C:11]2[N:12]([C:27]([O:29][C:30]([CH3:33])([CH3:32])[CH3:31])=[O:28])[C:13]3[C:18]([CH:19]=2)=[CH:17][C:16]([CH2:20][N:21]2[CH2:26][CH2:25][CH2:24][CH2:23][CH2:22]2)=[CH:15][CH:14]=3)=[C:7]2[C:3]=1[CH2:4][NH:5][C:6]2=[O:34].Cl[S:36]([NH2:39])(=[O:38])=[O:37].O, predict the reaction product. The product is: [S:36]([O:1][C:2]1[CH:10]=[CH:9][C:8]([C:11]2[N:12]([C:27]([O:29][C:30]([CH3:31])([CH3:33])[CH3:32])=[O:28])[C:13]3[C:18]([CH:19]=2)=[CH:17][C:16]([CH2:20][N:21]2[CH2:26][CH2:25][CH2:24][CH2:23][CH2:22]2)=[CH:15][CH:14]=3)=[C:7]2[C:3]=1[CH2:4][NH:5][C:6]2=[O:34])(=[O:38])(=[O:37])[NH2:39]. (2) Given the reactants C(=O)([O-])[O-].[K+].[K+].[OH:7][C:8]1[CH:17]=[CH:16][C:11]([C:12]([O:14][CH3:15])=[O:13])=[CH:10][CH:9]=1.[CH:18]1([CH2:21]Br)[CH2:20][CH2:19]1, predict the reaction product. The product is: [CH:18]1([CH2:21][O:7][C:8]2[CH:9]=[CH:10][C:11]([C:12]([O:14][CH3:15])=[O:13])=[CH:16][CH:17]=2)[CH2:20][CH2:19]1. (3) Given the reactants Br[C:2]1[CH:11]=[CH:10][C:9]2[N:8]=[CH:7][C:6]3[N:12]([CH3:23])[C:13](=[O:22])[N:14]([C:15]4[C:16]([CH3:21])=[N:17][N:18]([CH3:20])[CH:19]=4)[C:5]=3[C:4]=2[CH:3]=1.[N:24]1([C:28]2[CH:33]=[CH:32][C:31](B3OC(C)(C)C(C)(C)O3)=[CH:30][N:29]=2)[CH2:27][CH2:26][CH2:25]1, predict the reaction product. The product is: [N:24]1([C:28]2[N:29]=[CH:30][C:31]([C:2]3[CH:11]=[CH:10][C:9]4[N:8]=[CH:7][C:6]5[N:12]([CH3:23])[C:13](=[O:22])[N:14]([C:15]6[C:16]([CH3:21])=[N:17][N:18]([CH3:20])[CH:19]=6)[C:5]=5[C:4]=4[CH:3]=3)=[CH:32][CH:33]=2)[CH2:27][CH2:26][CH2:25]1. (4) Given the reactants [F:1][C:2]1[CH:21]=[CH:20][C:5]2[C:6]([C:9]3[CH:14]=[CH:13][C:12]([O:15][CH2:16][C@H:17]4[CH2:19][O:18]4)=[CH:11][CH:10]=3)=[N:7][O:8][C:4]=2[CH:3]=1.[CH2:22]1[C:27]2[C:28]3[C:33]([NH:34][C:26]=2[CH2:25][NH:24][CH2:23]1)=[CH:32][CH:31]=[CH:30][CH:29]=3, predict the reaction product. The product is: [F:1][C:2]1[CH:21]=[CH:20][C:5]2[C:6]([C:9]3[CH:10]=[CH:11][C:12]([O:15][CH2:16][C@H:17]([OH:18])[CH2:19][N:24]4[CH2:23][CH2:22][C:27]5[C:28]6[C:33](=[CH:32][CH:31]=[CH:30][CH:29]=6)[NH:34][C:26]=5[CH2:25]4)=[CH:13][CH:14]=3)=[N:7][O:8][C:4]=2[CH:3]=1. (5) Given the reactants [CH:1]12[CH2:13][CH:4]([C:5]3[C:6]([OH:12])=[CH:7][CH:8]=[C:9]([OH:11])[C:10]=31)[CH2:3][CH2:2]2.B(F)(F)F.CCOCC.[Cl:23][CH2:24][CH2:25][C:26]([CH3:30])(O)[CH:27]=[CH2:28].O, predict the reaction product. The product is: [Cl:23][CH2:24][CH2:25][C:26]1([CH3:30])[CH2:27][CH2:28][C:7]2[C:6](=[C:5]3[CH:4]4[CH2:13][CH:1]([CH2:2][CH2:3]4)[C:10]3=[C:9]([OH:11])[CH:8]=2)[O:12]1. (6) Given the reactants [N:1]1[CH:6]=[CH:5][CH:4]=[CH:3][C:2]=1[CH2:7][CH2:8][N:9]1[C:13]2[CH:14]=[CH:15][CH:16]=[CH:17][C:12]=2[N:11]=[CH:10]1.[Li]C(C)(C)C.CN([CH:26]=[O:27])C.C([O-])(O)=O.[Na+], predict the reaction product. The product is: [N:1]1[CH:6]=[CH:5][CH:4]=[CH:3][C:2]=1[CH2:7][CH2:8][N:9]1[C:13]2[CH:14]=[CH:15][CH:16]=[CH:17][C:12]=2[N:11]=[C:10]1[CH:26]=[O:27]. (7) Given the reactants [Br:1][C:2]1[CH:7]=[CH:6][CH:5]=[CH:4][C:3]=1[NH:8][C:9](=O)[CH3:10].FC(F)(F)S(OS(C(F)(F)F)(=O)=O)(=O)=O.C[Si]([N:31]=[N+:32]=[N-:33])(C)C, predict the reaction product. The product is: [Br:1][C:2]1[CH:7]=[CH:6][CH:5]=[CH:4][C:3]=1[N:8]1[C:9]([CH3:10])=[N:33][N:32]=[N:31]1.